From a dataset of Full USPTO retrosynthesis dataset with 1.9M reactions from patents (1976-2016). Predict the reactants needed to synthesize the given product. (1) Given the product [Cl:36][C:33]1[CH:32]=[CH:31][C:30]([CH2:29][C:14]2[C:11]3[C:12](=[O:13])[N:7]([CH2:6][CH2:5][CH2:4][OH:3])[C:8](=[O:38])[N:9]([CH3:37])[C:10]=3[N:17]=[CH:16][C:15]=2[O:18][C:19]2[CH:20]=[N:21][CH:22]=[C:23]([C:25]([F:27])([F:26])[F:28])[CH:24]=2)=[CH:35][CH:34]=1, predict the reactants needed to synthesize it. The reactants are: C([O:3][CH2:4][CH2:5][CH2:6][N:7]1[C:12](=[O:13])[C:11]2[C:14]([CH2:29][C:30]3[CH:35]=[CH:34][C:33]([Cl:36])=[CH:32][CH:31]=3)=[C:15]([O:18][C:19]3[CH:20]=[N:21][CH:22]=[C:23]([C:25]([F:28])([F:27])[F:26])[CH:24]=3)[CH:16]=[N:17][C:10]=2[N:9]([CH3:37])[C:8]1=[O:38])=O.O[Li].O. (2) The reactants are: [OH:1][C:2]1[CH:3]=[C:4]([CH:9]=[CH:10][CH:11]=1)[C:5]([O:7][CH3:8])=[O:6].Cl[CH2:13][C@H:14]1[CH2:18][O:17][C:16]([CH3:20])([CH3:19])[O:15]1.C([O-])([O-])=O.[K+].[K+].Cl. Given the product [CH3:19][C:16]1([CH3:20])[O:15][C@@H:14]([CH2:13][O:1][C:2]2[CH:3]=[C:4]([CH:9]=[CH:10][CH:11]=2)[C:5]([O:7][CH3:8])=[O:6])[CH2:18][O:17]1, predict the reactants needed to synthesize it. (3) Given the product [F:49][C:19]1[CH:20]=[C:21]([C:24]([N:26]2[CH2:27][CH2:28][N:29]([CH2:32][C:33]3[CH:38]=[CH:37][C:36]([C:39]([OH:48])([C:40]([F:41])([F:42])[F:43])[C:44]([F:46])([F:47])[F:45])=[CH:35][CH:34]=3)[CH2:30][CH2:31]2)=[O:25])[CH:22]=[CH:23][C:18]=1[NH:17][C:8]([NH:7][C:4]1[CH:3]=[C:2]([CH3:1])[O:6][N:5]=1)=[O:16], predict the reactants needed to synthesize it. The reactants are: [CH3:1][C:2]1[O:6][N:5]=[C:4]([NH:7][C:8](=[O:16])OC2C=CC=CC=2)[CH:3]=1.[NH2:17][C:18]1[CH:23]=[CH:22][C:21]([C:24]([N:26]2[CH2:31][CH2:30][N:29]([CH2:32][C:33]3[CH:38]=[CH:37][C:36]([C:39]([OH:48])([C:44]([F:47])([F:46])[F:45])[C:40]([F:43])([F:42])[F:41])=[CH:35][CH:34]=3)[CH2:28][CH2:27]2)=[O:25])=[CH:20][C:19]=1[F:49]. (4) Given the product [CH2:22]([NH:21][C:19]([C:13]1[CH:12]=[C:11]2[C:16]([CH:17]=[N:18][C:9]([NH:8][C@H:5]3[CH2:4][CH2:3][C@H:2]([NH:1][S:32]([CH:29]4[CH2:31][CH2:30]4)(=[O:34])=[O:33])[CH2:7][CH2:6]3)=[N:10]2)=[CH:15][CH:14]=1)=[O:20])[C:23]1[CH:24]=[CH:25][CH:26]=[CH:27][CH:28]=1, predict the reactants needed to synthesize it. The reactants are: [NH2:1][C@H:2]1[CH2:7][CH2:6][C@H:5]([NH:8][C:9]2[N:18]=[CH:17][C:16]3[C:11](=[CH:12][C:13]([C:19]([NH:21][CH2:22][C:23]4[CH:28]=[CH:27][CH:26]=[CH:25][CH:24]=4)=[O:20])=[CH:14][CH:15]=3)[N:10]=2)[CH2:4][CH2:3]1.[CH:29]1([S:32](Cl)(=[O:34])=[O:33])[CH2:31][CH2:30]1.C(N(CC)CC)C.ClC(Cl)C.C(COC)OC. (5) Given the product [F:1][C:2]1[CH:7]=[CH:6][C:5]([NH:8][C:9]([CH:11]2[CH2:15][N:14]([C:16](=[O:18])[C:25]([O:31][CH2:37][CH3:38])=[O:26])[CH:13]([CH3:23])[CH2:12]2)=[O:10])=[CH:4][C:3]=1[CH3:24], predict the reactants needed to synthesize it. The reactants are: [F:1][C:2]1[CH:7]=[CH:6][C:5]([NH:8][C:9]([CH:11]2[CH2:15][N:14]([C:16]([O:18]C(C)(C)C)=O)[CH:13]([CH3:23])[CH2:12]2)=[O:10])=[CH:4][C:3]=1[CH3:24].[C:25]([OH:31])(C(F)(F)F)=[O:26].C(N([CH2:37][CH3:38])CC)C.Cl.